Dataset: Catalyst prediction with 721,799 reactions and 888 catalyst types from USPTO. Task: Predict which catalyst facilitates the given reaction. Reactant: [CH3:1][N:2]1[CH:6]=[CH:5][N:4]=[C:3]1[Si](CC)(CC)CC.C([Li])(C)(C)C.CCCCC.[C:24]([C:26]1[CH:33]=[CH:32][C:29]([CH:30]=[O:31])=[CH:28][CH:27]=1)#[N:25]. Product: [OH:31][CH:30]([C:6]1[N:2]([CH3:1])[CH:3]=[N:4][CH:5]=1)[C:29]1[CH:32]=[CH:33][C:26]([C:24]#[N:25])=[CH:27][CH:28]=1. The catalyst class is: 1.